The task is: Predict the product of the given reaction.. This data is from Forward reaction prediction with 1.9M reactions from USPTO patents (1976-2016). (1) Given the reactants Cl[C:2]1[N:9]=[C:8]([CH3:10])[CH:7]=[CH:6][C:3]=1[C:4]#[N:5].[CH3:11]B(O)O.C([O-])([O-])=O.[K+].[K+], predict the reaction product. The product is: [CH3:11][C:2]1[N:9]=[C:8]([CH3:10])[CH:7]=[CH:6][C:3]=1[C:4]#[N:5]. (2) Given the reactants [O:1]([C:8]1[CH:13]=[CH:12][C:11]([CH:14]=[CH:15][C:16]([NH:18][C@H:19]([C:30]([O:32]C)=[O:31])[CH2:20][C:21]2[C:29]3[C:24](=[CH:25][CH:26]=[CH:27][CH:28]=3)[NH:23][CH:22]=2)=[O:17])=[CH:10][CH:9]=1)[C:2]1[CH:7]=[CH:6][CH:5]=[CH:4][CH:3]=1.[OH-].[Na+], predict the reaction product. The product is: [O:1]([C:8]1[CH:9]=[CH:10][C:11]([CH:14]=[CH:15][C:16]([NH:18][C@H:19]([C:30]([OH:32])=[O:31])[CH2:20][C:21]2[C:29]3[C:24](=[CH:25][CH:26]=[CH:27][CH:28]=3)[NH:23][CH:22]=2)=[O:17])=[CH:12][CH:13]=1)[C:2]1[CH:7]=[CH:6][CH:5]=[CH:4][CH:3]=1. (3) Given the reactants C[Mg]Br.[CH3:4][O:5][C:6]1[CH:7]=[C:8]([C:12]2[CH:17]=[CH:16][C:15]([C:18]([C:23]3[N:28]=[CH:27][C:26]([C:29]4[O:33][N:32]=[C:31](C(OCC)=O)[CH:30]=4)=[CH:25][CH:24]=3)([CH3:22])[CH:19]([CH3:21])[CH3:20])=[CH:14][CH:13]=2)[CH:9]=[N:10][CH:11]=1, predict the reaction product. The product is: [CH3:4][O:5][C:6]1[CH:7]=[C:8]([C:12]2[CH:17]=[CH:16][C:15]([C:18]([C:23]3[N:28]=[CH:27][C:26]([C:29]4[O:33][N:32]=[C:31]([C:6]([OH:5])([CH3:7])[CH3:11])[CH:30]=4)=[CH:25][CH:24]=3)([CH3:22])[CH:19]([CH3:20])[CH3:21])=[CH:14][CH:13]=2)[CH:9]=[N:10][CH:11]=1.